This data is from Reaction yield outcomes from USPTO patents with 853,638 reactions. The task is: Predict the reaction yield, written as a fraction of the theoretical maximum amount of product (1.0 means a 100% yield; for example, 0.34 means a 34% yield). (1) The reactants are [C:1]([N:5]([C:18](=[O:37])[C:19]1[CH:24]=[CH:23][C:22]([CH:25](Br)Br)=[C:21]([B:28]2[O:32][C:31]([CH3:34])([CH3:33])[C:30]([CH3:36])([CH3:35])[O:29]2)[CH:20]=1)[NH:6][C:7](=[O:17])[C:8]1[CH:13]=[CH:12][CH:11]=[C:10]([O:14][CH3:15])[C:9]=1[CH3:16])([CH3:4])([CH3:3])[CH3:2].[CH3:38][O-:39].[Na+].[C:41]([OH:44])(=O)C. The catalyst is CO. The product is [C:1]([N:5]([C:18](=[O:37])[C:19]1[CH:24]=[CH:23][C:22]([CH:25]([O:44][CH3:41])[O:39][CH3:38])=[C:21]([B:28]2[O:32][C:31]([CH3:34])([CH3:33])[C:30]([CH3:36])([CH3:35])[O:29]2)[CH:20]=1)[NH:6][C:7](=[O:17])[C:8]1[CH:13]=[CH:12][CH:11]=[C:10]([O:14][CH3:15])[C:9]=1[CH3:16])([CH3:4])([CH3:3])[CH3:2]. The yield is 0.850. (2) The reactants are [Br:1][C:2]1[CH:7]=[CH:6][N:5]2[C:8]([C:11]([OH:13])=[O:12])=[CH:9][N:10]=[C:4]2[CH:3]=1.[C:14](Cl)(=O)C(Cl)=O. The catalyst is ClCCl.CN(C=O)C. The product is [Br:1][C:2]1[CH:7]=[CH:6][N:5]2[C:8]([C:11]([O:13][CH3:14])=[O:12])=[CH:9][N:10]=[C:4]2[CH:3]=1. The yield is 0.890. (3) The reactants are [Cl:1][C:2]1[C:7]2=[N:8][O:9][N:10]=[C:6]2[C:5]([N+:11]([O-])=O)=[CH:4][CH:3]=1. The catalyst is CC(O)=O.CCOC(C)=O.O.[Fe]. The product is [NH2:11][C:5]1[C:6]2[C:7](=[N:8][O:9][N:10]=2)[C:2]([Cl:1])=[CH:3][CH:4]=1. The yield is 0.940. (4) The reactants are [N+:1]([C:4]1[CH:5]=[C:6]([OH:10])[CH:7]=[CH:8][CH:9]=1)([O-:3])=[O:2].[Br:11][CH2:12][CH2:13][CH2:14]Br.C([O-])([O-])=O.[Cs+].[Cs+]. The catalyst is C(#N)C. The product is [N+:1]([C:4]1[CH:5]=[C:6]([O:10][CH2:14][CH2:13][CH2:12][Br:11])[CH:7]=[CH:8][CH:9]=1)([O-:3])=[O:2]. The yield is 0.566. (5) The reactants are [Br:1][C:2]1[CH:7]=[C:6]([Cl:8])[C:5]([C:9]2[C:10](=[O:16])[CH2:11][CH2:12][C:13]=2[O:14][CH3:15])=[C:4]([Cl:17])[CH:3]=1.C[Si](C)(C)[N-][Si](C)(C)C.[K+].[N:28]1[CH:33]=[CH:32][CH:31]=[CH:30][C:29]=1[CH:34]=O. The catalyst is O1CCCC1. The product is [Br:1][C:2]1[CH:3]=[C:4]([Cl:17])[C:5]([C:9]2[C:10](=[O:16])/[C:11](=[CH:34]/[C:29]3[CH:30]=[CH:31][CH:32]=[CH:33][N:28]=3)/[CH2:12][C:13]=2[O:14][CH3:15])=[C:6]([Cl:8])[CH:7]=1. The yield is 0.200. (6) The yield is 0.953. The reactants are [H-].[Al+3].[Li+].[H-].[H-].[H-].[C:7]([O:11][C:12]([N:14]1[CH2:17][CH:16]([C:18](OC)=[O:19])[CH2:15]1)=[O:13])([CH3:10])([CH3:9])[CH3:8].O.[OH-].[Na+]. The product is [OH:19][CH2:18][CH:16]1[CH2:17][N:14]([C:12]([O:11][C:7]([CH3:10])([CH3:9])[CH3:8])=[O:13])[CH2:15]1. The catalyst is O1CCCC1.